Dataset: Catalyst prediction with 721,799 reactions and 888 catalyst types from USPTO. Task: Predict which catalyst facilitates the given reaction. (1) Reactant: [CH:1]1([C:4]([NH:6][C:7]2[N:8]=[C:9]3[CH:14]=[CH:13][C:12]([O:15][C:16]4[CH:17]=[C:18]([CH:22]=[CH:23][CH:24]=4)[C:19](O)=[O:20])=[N:11][N:10]3[CH:25]=2)=[O:5])[CH2:3][CH2:2]1.[F:26][C:27]([F:36])([F:35])[C:28]1[CH:34]=[CH:33][C:31]([NH2:32])=[CH:30][CH:29]=1.Cl.CN(C)CCCN=C=NCC. Product: [CH:1]1([C:4]([NH:6][C:7]2[N:8]=[C:9]3[CH:14]=[CH:13][C:12]([O:15][C:16]4[CH:17]=[C:18]([CH:22]=[CH:23][CH:24]=4)[C:19]([NH:32][C:31]4[CH:33]=[CH:34][C:28]([C:27]([F:26])([F:35])[F:36])=[CH:29][CH:30]=4)=[O:20])=[N:11][N:10]3[CH:25]=2)=[O:5])[CH2:3][CH2:2]1. The catalyst class is: 341. (2) Reactant: Br[C:2]1[C:3]([CH:26]([CH3:28])[CH3:27])=[N:4][C:5]([N:10]2[CH2:15][CH2:14][N:13]([CH2:16][C:17]3[CH:22]=[CH:21][C:20]([O:23][CH3:24])=[CH:19][CH:18]=3)[C@H:12]([CH3:25])[CH2:11]2)=[C:6]([CH:9]=1)[C:7]#[N:8].[F:29][C:30]1[CH:35]=[CH:34][C:33](B(O)O)=[CH:32][CH:31]=1.C([O-])([O-])=O.[K+].[K+]. Product: [F:29][C:30]1[CH:35]=[CH:34][C:33]([C:2]2[C:3]([CH:26]([CH3:27])[CH3:28])=[N:4][C:5]([N:10]3[CH2:15][CH2:14][N:13]([CH2:16][C:17]4[CH:22]=[CH:21][C:20]([O:23][CH3:24])=[CH:19][CH:18]=4)[C@H:12]([CH3:25])[CH2:11]3)=[C:6]([CH:9]=2)[C:7]#[N:8])=[CH:32][CH:31]=1. The catalyst class is: 128. (3) Reactant: C1C=CC2N(O)N=NC=2C=1.C(O[C:15](=[O:17])[CH3:16])(=O)C.N1C=CC=CC=1.[CH2:24]([NH2:31])[C:25]1[CH:30]=[CH:29][CH:28]=[CH:27][CH:26]=1. Product: [CH2:24]([NH:31][C:15](=[O:17])[CH3:16])[C:25]1[CH:30]=[CH:29][CH:28]=[CH:27][CH:26]=1. The catalyst class is: 2. (4) Reactant: [F:1][CH2:2][CH2:3][N:4]1[CH2:7][CH:6]([CH:8]([C:17]2[CH:22]=[CH:21][CH:20]=[CH:19][CH:18]=2)[N:9]2[CH:13]=[C:12]([N+:14]([O-])=O)[CH:11]=[N:10]2)[CH2:5]1. Product: [F:1][CH2:2][CH2:3][N:4]1[CH2:7][CH:6]([CH:8]([C:17]2[CH:22]=[CH:21][CH:20]=[CH:19][CH:18]=2)[N:9]2[CH:13]=[C:12]([NH2:14])[CH:11]=[N:10]2)[CH2:5]1. The catalyst class is: 94. (5) Reactant: [I-].[CH3:2][O:3][C:4]1[C:9]([CH3:10])=[C:8]([C:11]([F:14])([F:13])[F:12])[CH:7]=[CH:6][C:5]=1[C:15]1[O:16]CC(C)(C)[N+]=1C.C[OH:24]. Product: [CH3:2][O:3][C:4]1[C:9]([CH3:10])=[C:8]([C:11]([F:12])([F:13])[F:14])[CH:7]=[CH:6][C:5]=1[C:15]([OH:16])=[O:24]. The catalyst class is: 74. (6) Reactant: Cl[CH2:2][CH2:3][CH2:4][S:5]([N:8]1[CH2:13][CH2:12][CH:11]([C:14]2[C:22]3[C:17](=[C:18]([C:29]([NH2:31])=[O:30])[CH:19]=[C:20]([C:23]4[CH:28]=[CH:27][CH:26]=[CH:25][CH:24]=4)[CH:21]=3)[NH:16][N:15]=2)[CH2:10][CH2:9]1)(=[O:7])=[O:6].C([O-])([O-])=O.[K+].[K+].[NH:38]1[CH2:43][CH2:42][O:41][CH2:40][CH2:39]1.[I-].[Na+]. Product: [N:38]1([CH2:2][CH2:3][CH2:4][S:5]([N:8]2[CH2:13][CH2:12][CH:11]([C:14]3[C:22]4[C:17](=[C:18]([C:29]([NH2:31])=[O:30])[CH:19]=[C:20]([C:23]5[CH:28]=[CH:27][CH:26]=[CH:25][CH:24]=5)[CH:21]=4)[NH:16][N:15]=3)[CH2:10][CH2:9]2)(=[O:7])=[O:6])[CH2:43][CH2:42][O:41][CH2:40][CH2:39]1. The catalyst class is: 10. (7) Reactant: [F:1][C:2]1[CH:3]=[CH:4][C:5]([C:8]2[N:12]([C:13]3[CH:14]=[N:15][CH:16]=[CH:17][CH:18]=3)[N:11]=[C:10]([C:19]([O:21]CC)=[O:20])[CH:9]=2)=[N:6][CH:7]=1.[OH-].[Na+]. The catalyst class is: 8. Product: [F:1][C:2]1[CH:3]=[CH:4][C:5]([C:8]2[N:12]([C:13]3[CH:14]=[N:15][CH:16]=[CH:17][CH:18]=3)[N:11]=[C:10]([C:19]([OH:21])=[O:20])[CH:9]=2)=[N:6][CH:7]=1. (8) Reactant: [Cl:1][C:2]1[C:3]([F:34])=[C:4]([CH:31]=[CH:32][CH:33]=1)[CH2:5][NH:6][C:7]([C@@H:9]1[CH2:13][C@@H:12]([F:14])[CH2:11][N:10]1[C:15](=[O:30])[CH2:16][N:17]1[C:25]2[C:20](=[CH:21][C:22]([OH:26])=[CH:23][CH:24]=2)[C:19]([C:27](=[O:29])[CH3:28])=[CH:18]1)=[O:8].[OH-].[K+].I[CH3:38]. Product: [Cl:1][C:2]1[C:3]([F:34])=[C:4]([CH:31]=[CH:32][CH:33]=1)[CH2:5][NH:6][C:7]([C@@H:9]1[CH2:13][C@@H:12]([F:14])[CH2:11][N:10]1[C:15](=[O:30])[CH2:16][N:17]1[C:25]2[C:20](=[CH:21][C:22]([O:26][CH3:38])=[CH:23][CH:24]=2)[C:19]([C:27](=[O:29])[CH3:28])=[CH:18]1)=[O:8]. The catalyst class is: 16.